From a dataset of Catalyst prediction with 721,799 reactions and 888 catalyst types from USPTO. Predict which catalyst facilitates the given reaction. (1) Product: [CH3:1][N:2]([CH3:8])[CH2:3][CH2:4][CH2:5][CH2:6][NH:7][C:10]1[N:15]=[CH:14][C:13]([C:16]([NH:18][C:19]2[CH:24]=[C:23]([NH:25][C:26]([C:28]3[CH:33]=[CH:32][N:31]=[C:30]([N:34]4[CH2:35][CH2:36][O:37][CH2:38][CH2:39]4)[CH:29]=3)=[O:27])[CH:22]=[CH:21][C:20]=2[CH3:40])=[O:17])=[CH:12][CH:11]=1. The catalyst class is: 6. Reactant: [CH3:1][N:2]([CH3:8])[CH2:3][CH2:4][CH2:5][CH2:6][NH2:7].Cl[C:10]1[N:15]=[CH:14][C:13]([C:16]([NH:18][C:19]2[CH:24]=[C:23]([NH:25][C:26]([C:28]3[CH:33]=[CH:32][N:31]=[C:30]([N:34]4[CH2:39][CH2:38][O:37][CH2:36][CH2:35]4)[CH:29]=3)=[O:27])[CH:22]=[CH:21][C:20]=2[CH3:40])=[O:17])=[CH:12][CH:11]=1. (2) Reactant: [Cl:1][C:2]1[C:7]([NH:8]C(=O)OC(C)(C)C)=[CH:6][C:5]([C:16]2[CH:21]=[CH:20][N:19]=[CH:18][N:17]=2)=[C:4]([C:22]2[O:23][CH:24]=[CH:25][CH:26]=2)[N:3]=1.FC(F)(F)C(O)=O. Product: [Cl:1][C:2]1[C:7]([NH2:8])=[CH:6][C:5]([C:16]2[CH:21]=[CH:20][N:19]=[CH:18][N:17]=2)=[C:4]([C:22]2[O:23][CH:24]=[CH:25][CH:26]=2)[N:3]=1. The catalyst class is: 4.